This data is from Forward reaction prediction with 1.9M reactions from USPTO patents (1976-2016). The task is: Predict the product of the given reaction. The product is: [NH2:15][C@@H:16]([CH2:20][NH:21][C:22]([C:24]1[N:25]=[CH:26][C:27]2[C:32]([C:33]=1[OH:34])=[CH:31][CH:30]=[C:29]([O:35][C:36]1[CH:41]=[CH:40][CH:39]=[CH:38][CH:37]=1)[CH:28]=2)=[O:23])[C:17]([OH:19])=[O:18]. Given the reactants C(O)(C(F)(F)F)=O.C(OC([NH:15][C@@H:16]([CH2:20][NH:21][C:22]([C:24]1[N:25]=[CH:26][C:27]2[C:32]([C:33]=1[OH:34])=[CH:31][CH:30]=[C:29]([O:35][C:36]1[CH:41]=[CH:40][CH:39]=[CH:38][CH:37]=1)[CH:28]=2)=[O:23])[C:17]([OH:19])=[O:18])=O)(C)(C)C, predict the reaction product.